From a dataset of Reaction yield outcomes from USPTO patents with 853,638 reactions. Predict the reaction yield, written as a fraction of the theoretical maximum amount of product (1.0 means a 100% yield; for example, 0.34 means a 34% yield). (1) The reactants are [N+:1]([C:4]1[CH:12]=[C:11]2[C:7]([CH:8]=[CH:9][NH:10]2)=[CH:6][CH:5]=1)([O-:3])=[O:2].ClS([N:17]=[C:18]=O)(=O)=O.C([O-])(O)=O.[Na+]. The catalyst is CN(C=O)C.CC#N. The product is [N+:1]([C:4]1[CH:12]=[C:11]2[C:7]([C:8]([C:18]#[N:17])=[CH:9][NH:10]2)=[CH:6][CH:5]=1)([O-:3])=[O:2]. The yield is 0.820. (2) The reactants are [CH2:1]([N:3]([CH:27]1[CH2:32][CH2:31][NH:30][CH2:29][CH2:28]1)[C:4]1[C:19]2[CH2:18][CH:17]=[CH:16][CH2:15][CH2:14][C:13]3[CH:20]=[C:21]([CH3:25])[NH:22][C:23](=[O:24])[C:12]=3[CH2:11][NH:10][C:9](=[O:26])[C:8]=2[CH:7]=[CH:6][CH:5]=1)[CH3:2].[CH3:33][C:34]1[N:39]=[C:38]([CH:40]=O)[CH:37]=[CH:36][CH:35]=1.CC(O)=O.[BH3-]C#N.[Na+]. The catalyst is CO. The product is [CH2:1]([N:3]([CH:27]1[CH2:32][CH2:31][N:30]([CH2:40][C:38]2[CH:37]=[CH:36][CH:35]=[C:34]([CH3:33])[N:39]=2)[CH2:29][CH2:28]1)[C:4]1[C:19]2[CH2:18][CH:17]=[CH:16][CH2:15][CH2:14][C:13]3[CH:20]=[C:21]([CH3:25])[NH:22][C:23](=[O:24])[C:12]=3[CH2:11][NH:10][C:9](=[O:26])[C:8]=2[CH:7]=[CH:6][CH:5]=1)[CH3:2]. The yield is 0.259. (3) The reactants are O[CH:2]([C:6]1[CH:11]=[CH:10][C:9]([CH:12]([CH3:14])[CH3:13])=[CH:8][CH:7]=1)[C:3]([OH:5])=[O:4].[Br:15][C:16]1[CH:21]=[CH:20][C:19](O)=[CH:18][CH:17]=1. The catalyst is CO. The product is [Br:15][C:16]1[CH:17]=[CH:18][C:19]2[O:5][C:3](=[O:4])[CH:2]([C:6]3[CH:11]=[CH:10][C:9]([CH:12]([CH3:14])[CH3:13])=[CH:8][CH:7]=3)[C:20]=2[CH:21]=1. The yield is 0.300. (4) The reactants are [CH3:1][O:2][C:3]([C:5]1[CH:10]=[CH:9][C:8](Br)=[C:7]([O:12][CH2:13][CH2:14][O:15][CH3:16])[N:6]=1)=[O:4].Cl.[F:18][C:19]1([F:23])[CH2:22][NH:21][CH2:20]1.C(=O)([O-])[O-].[Cs+].[Cs+]. The product is [CH3:1][O:2][C:3]([C:5]1[CH:10]=[CH:9][C:8]([N:21]2[CH2:22][C:19]([F:23])([F:18])[CH2:20]2)=[C:7]([O:12][CH2:13][CH2:14][O:15][CH3:16])[N:6]=1)=[O:4]. The yield is 0.680. The catalyst is C1(C)C=CC=CC=1.C1C=CC(/C=C/C(/C=C/C2C=CC=CC=2)=O)=CC=1.C1C=CC(/C=C/C(/C=C/C2C=CC=CC=2)=O)=CC=1.C1C=CC(/C=C/C(/C=C/C2C=CC=CC=2)=O)=CC=1.[Pd].[Pd].C1C=CC(P(C2C=CC3C(=CC=CC=3)C=2C2C3C(=CC=CC=3)C=CC=2P(C2C=CC=CC=2)C2C=CC=CC=2)C2C=CC=CC=2)=CC=1. (5) The reactants are [F:1][C:2]1[CH:7]=[CH:6][C:5]([O:8][C:9]2[CH:14]=[CH:13][C:12]([N+:15]([O-])=O)=[CH:11][CH:10]=2)=[CH:4][C:3]=1[C:18]([F:21])([F:20])[F:19]. The catalyst is CO.[Pd]. The product is [F:1][C:2]1[CH:7]=[CH:6][C:5]([O:8][C:9]2[CH:10]=[CH:11][C:12]([NH2:15])=[CH:13][CH:14]=2)=[CH:4][C:3]=1[C:18]([F:19])([F:20])[F:21]. The yield is 0.950. (6) The reactants are [H-].[Na+].[I-].[CH3:4][S+](C)(C)=O.[F:9][C:10]1[CH:11]=[C:12]2[C:16](=[CH:17][CH:18]=1)[NH:15][C:14](=[O:19])[C:13]2=[C:20]([CH3:22])[CH3:21]. The catalyst is CS(C)=O.O1CCCC1. The product is [F:9][C:10]1[CH:11]=[C:12]2[C:16](=[CH:17][CH:18]=1)[NH:15][C:14](=[O:19])[C@@:13]12[CH2:21][C:20]1([CH3:4])[CH3:22]. The yield is 0.850. (7) The reactants are [Br:1][C:2]1[CH:7]=[CH:6][C:5]([N+:8]([O-:10])=[O:9])=[CH:4][C:3]=1[CH2:11]Br.[C-:13]#[N:14].[Na+]. The catalyst is C1(C)C=CC=CC=1.O. The product is [Br:1][C:2]1[CH:7]=[CH:6][C:5]([N+:8]([O-:10])=[O:9])=[CH:4][C:3]=1[CH2:11][C:13]#[N:14]. The yield is 0.340. (8) The reactants are C([O:3][C:4](=O)[C:5]([OH:23])([C:19]([F:22])([F:21])[F:20])[CH2:6][C:7]([C:10]1[CH:15]=[C:14]([F:16])[CH:13]=[CH:12][C:11]=1[O:17][CH3:18])([CH3:9])[CH3:8])C.[H-].[Al+3].[Li+].[H-].[H-].[H-]. The catalyst is C1COCC1. The product is [F:16][C:14]1[CH:13]=[CH:12][C:11]([O:17][CH3:18])=[C:10]([C:7]([CH3:9])([CH3:8])[CH2:6][C:5]([C:19]([F:21])([F:22])[F:20])([OH:23])[CH2:4][OH:3])[CH:15]=1. The yield is 0.920. (9) The reactants are C(O)(C(F)(F)F)=O.[Br:8][C:9]1[C:10]([N:27]2[CH2:32][CH2:31][N:30](C(OC(C)(C)C)=O)[CH2:29][CH2:28]2)=[C:11]2[CH:17]=[N:16][N:15](CC3C=CC(OC)=CC=3)[C:12]2=[N:13][CH:14]=1.C(Cl)[Cl:41]. No catalyst specified. The product is [ClH:41].[ClH:41].[Br:8][C:9]1[C:10]([N:27]2[CH2:28][CH2:29][NH:30][CH2:31][CH2:32]2)=[C:11]2[CH:17]=[N:16][NH:15][C:12]2=[N:13][CH:14]=1. The yield is 0.700. (10) The reactants are [F:1][C:2]1[C:35]([F:36])=[CH:34][CH:33]=[CH:32][C:3]=1[O:4][C:5]1[CH:10]=[CH:9][C:8]([C:11]2[O:15][N:14]=[C:13]([C:16]3[S:20][C:19]([CH2:21][N:22]4[CH2:25][CH:24]([C:26]([O:28]C)=[O:27])[CH2:23]4)=[CH:18][C:17]=3[CH2:30][CH3:31])[N:12]=2)=[CH:7][CH:6]=1.O.[OH-].[Li+].C(O)(=O)C. The yield is 0.380. No catalyst specified. The product is [F:1][C:2]1[C:35]([F:36])=[CH:34][CH:33]=[CH:32][C:3]=1[O:4][C:5]1[CH:10]=[CH:9][C:8]([C:11]2[O:15][N:14]=[C:13]([C:16]3[S:20][C:19]([CH2:21][N:22]4[CH2:25][CH:24]([C:26]([OH:28])=[O:27])[CH2:23]4)=[CH:18][C:17]=3[CH2:30][CH3:31])[N:12]=2)=[CH:7][CH:6]=1.